From a dataset of Catalyst prediction with 721,799 reactions and 888 catalyst types from USPTO. Predict which catalyst facilitates the given reaction. Reactant: [C:1]([C:5]1[CH:10]=[CH:9][C:8]([C:11]2[C:22]3[CH2:21][C:20]([CH2:23][CH:24]4[CH2:29][CH2:28][CH2:27][CH2:26][CH2:25]4)=[CH:19][C:18]=3[CH:17]=[C:16]3[C:12]=2[CH2:13][CH2:14][CH2:15]3)=[CH:7][CH:6]=1)([CH3:4])([CH3:3])[CH3:2].[C:30]1([CH3:36])[CH:35]=[CH:34][CH:33]=[CH:32][CH:31]=1.[Li][CH2:38][CH2:39][CH2:40][CH3:41].Cl[Si:43](Cl)([CH3:45])[CH3:44]. Product: [CH:24]1([CH2:23][C:20]2[CH:19]([Si:43]([CH:38]3[C:35]4[C:30](=[C:31]([C:8]5[CH:9]=[CH:10][C:5]([C:1]([CH3:4])([CH3:3])[CH3:2])=[CH:6][CH:7]=5)[C:32]5[CH2:16][CH2:15][CH2:14][C:33]=5[CH:34]=4)[CH:36]=[C:39]3[CH2:40][CH:41]3[CH2:18][CH2:22][CH2:11][CH2:12][CH2:13]3)([CH3:45])[CH3:44])[C:18]3[C:22]([CH:21]=2)=[C:11]([C:8]2[CH:7]=[CH:6][C:5]([C:1]([CH3:4])([CH3:2])[CH3:3])=[CH:10][CH:9]=2)[C:12]2[CH2:13][CH2:14][CH2:15][C:16]=2[CH:17]=3)[CH2:25][CH2:26][CH2:27][CH2:28][CH2:29]1. The catalyst class is: 90.